This data is from Catalyst prediction with 721,799 reactions and 888 catalyst types from USPTO. The task is: Predict which catalyst facilitates the given reaction. (1) Reactant: [F:1][C:2]1[C:3]([OH:10])=[C:4]([CH:7]=[CH:8][CH:9]=1)[CH:5]=[O:6].C(=O)([O-])[O-].[K+].[K+].[CH2:17](Br)[C:18]1[CH:23]=[CH:22][CH:21]=[CH:20][CH:19]=1.O. Product: [CH2:17]([O:10][C:3]1[C:2]([F:1])=[CH:9][CH:8]=[CH:7][C:4]=1[CH:5]=[O:6])[C:18]1[CH:23]=[CH:22][CH:21]=[CH:20][CH:19]=1. The catalyst class is: 3. (2) Reactant: [C:1]([C:4]1[CH:13]([C:14]2[CH:15]=[CH:16][CH:17]=[C:18]3[C:23]=2[O:22][C:21]([CH3:24])=[CH:20][C:19]3=[O:25])[C:12]2[C:11](=[O:26])[NH:10][CH:9]=[CH:8][C:7]=2[NH:6][C:5]=1[CH3:27])(=[O:3])[CH3:2].[F:28][C:29]([F:42])([F:41])[S:30](O[S:30]([C:29]([F:42])([F:41])[F:28])(=[O:32])=[O:31])(=[O:32])=[O:31]. Product: [F:28][C:29]([F:42])([F:41])[S:30]([O:26][C:11]1[N:10]=[CH:9][CH:8]=[C:7]2[C:12]=1[CH:13]([C:14]1[CH:15]=[CH:16][CH:17]=[C:18]3[C:23]=1[O:22][C:21]([CH3:24])=[CH:20][C:19]3=[O:25])[C:4]([C:1](=[O:3])[CH3:2])=[C:5]([CH3:27])[NH:6]2)(=[O:32])=[O:31]. The catalyst class is: 17.